From a dataset of Full USPTO retrosynthesis dataset with 1.9M reactions from patents (1976-2016). Predict the reactants needed to synthesize the given product. (1) Given the product [F:16][C:11]1[CH:12]=[N:13][C:2]2[C:3]([C:10]=1[OH:17])=[N:4][C:5]([O:8][CH3:9])=[CH:6][CH:7]=2, predict the reactants needed to synthesize it. The reactants are: N[C:2]1[C:3]([C:10](=[O:17])/[C:11](/[F:16])=[CH:12]/[N:13](C)C)=[N:4][C:5]([O:8][CH3:9])=[CH:6][CH:7]=1.CN(C=O)C.Cl. (2) Given the product [NH2:10][CH2:9][CH2:8][O:7][CH2:6][CH2:5][O:4][C:3]1[CH:18]=[CH:19][C:20]([CH2:23][N:24]2[C:33](=[O:34])[C:32]([C:35]([NH:36][C:37]3[CH:42]=[CH:41][C:40]([C:43]([F:45])([F:46])[F:44])=[CH:39][C:38]=3[C:47]3[CH:52]=[C:51]([C:53]([F:54])([F:56])[F:55])[N:50]=[CH:49][N:48]=3)=[O:57])=[C:31]([OH:58])[C:26]3([CH2:27][CH2:28][CH2:29][CH2:30]3)[N:25]2[CH3:59])=[C:21]([F:22])[C:2]=1[F:1], predict the reactants needed to synthesize it. The reactants are: [F:1][C:2]1[C:21]([F:22])=[C:20]([CH2:23][N:24]2[C:33](=[O:34])[C:32]([C:35](=[O:57])[NH:36][C:37]3[CH:42]=[CH:41][C:40]([C:43]([F:46])([F:45])[F:44])=[CH:39][C:38]=3[C:47]3[CH:52]=[C:51]([C:53]([F:56])([F:55])[F:54])[N:50]=[CH:49][N:48]=3)=[C:31]([OH:58])[C:26]3([CH2:30][CH2:29][CH2:28][CH2:27]3)[N:25]2[CH3:59])[CH:19]=[CH:18][C:3]=1[O:4][CH2:5][CH2:6][O:7][CH2:8][CH2:9][NH:10]C(=O)OC(C)(C)C.C(OCC)(=O)C.Cl. (3) The reactants are: [CH2:1]([C@@:5]1([CH2:28][CH3:29])[NH:11][C@H:10]([C:12]2[CH:17]=[CH:16][CH:15]=[CH:14][CH:13]=2)[C:9]2[CH:18]=[C:19]([O:24][CH3:25])[C:20]([CH:22]=O)=[CH:21][C:8]=2[S:7](=[O:27])(=[O:26])[CH2:6]1)[CH2:2][CH2:3][CH3:4].[CH3:30][C:31]([C:34]([O:36][CH3:37])=[O:35])([CH3:33])[NH2:32].C(O)(=O)C.C(=O)([O-])[O-].[Na+].[Na+]. Given the product [CH2:1]([C@@:5]1([CH2:28][CH3:29])[NH:11][C@H:10]([C:12]2[CH:17]=[CH:16][CH:15]=[CH:14][CH:13]=2)[C:9]2[CH:18]=[C:19]([O:24][CH3:25])[C:20]([CH2:22][NH:32][C:31]([CH3:33])([C:34]([O:36][CH3:37])=[O:35])[CH3:30])=[CH:21][C:8]=2[S:7](=[O:26])(=[O:27])[CH2:6]1)[CH2:2][CH2:3][CH3:4], predict the reactants needed to synthesize it. (4) Given the product [C:8]([C:7]1[CH:6]=[N:5][N:4]2[C:10]([C:13]([O:15][CH2:16][CH3:17])=[O:14])=[CH:11][CH:12]=[C:3]2[C:2]=1[NH:26][CH:21]1[CH2:22][CH2:23][CH2:24][CH2:25][CH:20]1[CH3:19])#[N:9], predict the reactants needed to synthesize it. The reactants are: Cl[C:2]1[C:3]2[N:4]([C:10]([C:13]([O:15][CH2:16][CH3:17])=[O:14])=[CH:11][CH:12]=2)[N:5]=[CH:6][C:7]=1[C:8]#[N:9].Cl.[CH3:19][CH:20]1[CH2:25][CH2:24][CH2:23][CH2:22][CH:21]1[NH2:26].C(N(CC)CC)C.